From a dataset of Forward reaction prediction with 1.9M reactions from USPTO patents (1976-2016). Predict the product of the given reaction. Given the reactants [CH2:1]([NH:3][C:4]([C:6]1[CH:11]=[CH:10][C:9]([N:12]2[C:16]([CH2:17][O:18][C:19]3[CH:24]=[CH:23][CH:22]=[C:21]([CH3:25])[CH:20]=3)=[C:15]([C:26](OCC)=[O:27])[N:14]=[N:13]2)=[CH:8][CH:7]=1)=[O:5])[CH3:2].[CH2:31]([CH2:33][NH2:34])[OH:32], predict the reaction product. The product is: [CH2:1]([NH:3][C:4]([C:6]1[CH:7]=[CH:8][C:9]([N:12]2[C:16]([CH2:17][O:18][C:19]3[CH:24]=[CH:23][CH:22]=[C:21]([CH3:25])[CH:20]=3)=[C:15]([C:26]([NH:34][CH2:33][CH2:31][OH:32])=[O:27])[N:14]=[N:13]2)=[CH:10][CH:11]=1)=[O:5])[CH3:2].